From a dataset of Reaction yield outcomes from USPTO patents with 853,638 reactions. Predict the reaction yield, written as a fraction of the theoretical maximum amount of product (1.0 means a 100% yield; for example, 0.34 means a 34% yield). The reactants are [F:1][C:2]1[CH:3]=[C:4](B(O)O)[CH:5]=[CH:6][CH:7]=1.Cl[C:12]1[CH:13]=[CH:14][C:15]2[N:16]([C:18]([CH2:21][O:22][C:23]3[C:32]4[C:27](=[CH:28][C:29]([O:33][CH3:34])=[CH:30][CH:31]=4)[N:26]=[CH:25][CH:24]=3)=[N:19][N:20]=2)[N:17]=1.C(=O)([O-])[O-].[K+].[K+]. The catalyst is CN(C)C=O.O.C1C=CC(P(C2C=CC=CC=2)[C-]2C=CC=C2)=CC=1.C1C=CC(P(C2C=CC=CC=2)[C-]2C=CC=C2)=CC=1.Cl[Pd]Cl.[Fe+2].C(Cl)Cl. The product is [F:1][C:2]1[CH:3]=[C:4]([C:12]2[CH:13]=[CH:14][C:15]3[N:16]([C:18]([CH2:21][O:22][C:23]4[C:32]5[C:27](=[CH:28][C:29]([O:33][CH3:34])=[CH:30][CH:31]=5)[N:26]=[CH:25][CH:24]=4)=[N:19][N:20]=3)[N:17]=2)[CH:5]=[CH:6][CH:7]=1. The yield is 0.440.